This data is from Merck oncology drug combination screen with 23,052 pairs across 39 cell lines. The task is: Regression. Given two drug SMILES strings and cell line genomic features, predict the synergy score measuring deviation from expected non-interaction effect. (1) Drug 1: Cn1nnc2c(C(N)=O)ncn2c1=O. Drug 2: COC1=C2CC(C)CC(OC)C(O)C(C)C=C(C)C(OC(N)=O)C(OC)C=CC=C(C)C(=O)NC(=CC1=O)C2=O. Cell line: SKOV3. Synergy scores: synergy=-28.7. (2) Drug 1: COc1cc(C2c3cc4c(cc3C(OC3OC5COC(C)OC5C(O)C3O)C3COC(=O)C23)OCO4)cc(OC)c1O. Drug 2: CCN(CC)CCNC(=O)c1c(C)[nH]c(C=C2C(=O)Nc3ccc(F)cc32)c1C. Cell line: LNCAP. Synergy scores: synergy=-1.89. (3) Drug 1: CN(Cc1cnc2nc(N)nc(N)c2n1)c1ccc(C(=O)NC(CCC(=O)O)C(=O)O)cc1. Drug 2: N#Cc1ccc(Cn2cncc2CN2CCN(c3cccc(Cl)c3)C(=O)C2)cc1. Cell line: OVCAR3. Synergy scores: synergy=-22.4. (4) Drug 1: CN1C(=O)C=CC2(C)C3CCC4(C)C(NC(=O)OCC(F)(F)F)CCC4C3CCC12. Drug 2: CC(=O)OC1C(=O)C2(C)C(O)CC3OCC3(OC(C)=O)C2C(OC(=O)c2ccccc2)C2(O)CC(OC(=O)C(O)C(NC(=O)c3ccccc3)c3ccccc3)C(C)=C1C2(C)C. Cell line: ZR751. Synergy scores: synergy=-11.8.